Dataset: Full USPTO retrosynthesis dataset with 1.9M reactions from patents (1976-2016). Task: Predict the reactants needed to synthesize the given product. (1) Given the product [ClH:32].[C:1]1([S:7]([C:10]2[CH:11]=[C:12]3[C:16](=[CH:17][CH:18]=2)[N:15]([CH:19]2[CH2:24][CH2:23][NH:22][CH2:21][CH2:20]2)[CH2:14][CH2:13]3)(=[O:9])=[O:8])[CH:2]=[CH:3][CH:4]=[CH:5][CH:6]=1, predict the reactants needed to synthesize it. The reactants are: [C:1]1([S:7]([C:10]2[CH:11]=[C:12]3[C:16](=[CH:17][CH:18]=2)[N:15]([CH:19]2[CH2:24][CH2:23][N:22](C(OC(C)(C)C)=O)[CH2:21][CH2:20]2)[CH2:14][CH2:13]3)(=[O:9])=[O:8])[CH:6]=[CH:5][CH:4]=[CH:3][CH:2]=1.[ClH:32]. (2) Given the product [NH2:8][C:5]1[N:6]=[CH:7][C:2]([N:22]2[CH2:21][CH2:20][N:19]([C:12]([O:14][C:15]([CH3:18])([CH3:17])[CH3:16])=[O:13])[CH2:24][CH2:23]2)=[CH:3][C:4]=1[N+:9]([O-:11])=[O:10], predict the reactants needed to synthesize it. The reactants are: Br[C:2]1[CH:3]=[C:4]([N+:9]([O-:11])=[O:10])[C:5]([NH2:8])=[N:6][CH:7]=1.[C:12]([N:19]1[CH2:24][CH2:23][NH:22][CH2:21][CH2:20]1)([O:14][C:15]([CH3:18])([CH3:17])[CH3:16])=[O:13].[Li+].C[Si]([N-][Si](C)(C)C)(C)C.[Cl-].[NH4+]. (3) Given the product [CH3:30][N:29]1[C:25]([NH:24][C:13](=[O:15])[CH2:12][N:5]2[C:6]3[CH2:7][CH2:8][CH2:9][CH2:10][C:11]=3[C:3]([C:2]([F:1])([F:17])[F:16])=[N:4]2)=[C:26]([C:31]([NH2:33])=[O:32])[CH:27]=[N:28]1, predict the reactants needed to synthesize it. The reactants are: [F:1][C:2]([F:17])([F:16])[C:3]1[C:11]2[CH2:10][CH2:9][CH2:8][CH2:7][C:6]=2[N:5]([CH2:12][C:13]([OH:15])=O)[N:4]=1.C(Cl)(=O)C(Cl)=O.[NH2:24][C:25]1[N:29]([CH3:30])[N:28]=[CH:27][C:26]=1[C:31]([NH2:33])=[O:32]. (4) The reactants are: [O:1]([CH2:8][C:9]1[O:10][C:11]2[C:12](=[O:18])[NH:13][CH2:14][CH2:15][C:16]=2[N:17]=1)[C:2]1[CH:7]=[CH:6][CH:5]=[CH:4][CH:3]=1.[H-].[Na+].I[CH3:22]. Given the product [CH3:22][N:13]1[CH2:14][CH2:15][C:16]2[N:17]=[C:9]([CH2:8][O:1][C:2]3[CH:7]=[CH:6][CH:5]=[CH:4][CH:3]=3)[O:10][C:11]=2[C:12]1=[O:18], predict the reactants needed to synthesize it. (5) Given the product [C:1]([NH:5][S:6]([C:9]1[C:17]2[S:16][N:15]=[C:14]([NH:18][CH2:19][CH2:20][CH2:21][NH:22][C:23]([C:24]3[CH:29]=[CH:28][C:27]([C:37]4[CH:38]=[CH:39][C:34]([O:33][CH3:32])=[CH:35][CH:36]=4)=[CH:26][CH:25]=3)=[O:31])[C:13]=2[CH:12]=[CH:11][CH:10]=1)(=[O:8])=[O:7])([CH3:4])([CH3:3])[CH3:2], predict the reactants needed to synthesize it. The reactants are: [C:1]([NH:5][S:6]([C:9]1[C:17]2[S:16][N:15]=[C:14]([NH:18][CH2:19][CH2:20][CH2:21][NH:22][C:23](=[O:31])[C:24]3[CH:29]=[CH:28][C:27](I)=[CH:26][CH:25]=3)[C:13]=2[CH:12]=[CH:11][CH:10]=1)(=[O:8])=[O:7])([CH3:4])([CH3:3])[CH3:2].[CH3:32][O:33][C:34]1[CH:39]=[CH:38][C:37](B(O)O)=[CH:36][CH:35]=1.C(=O)([O-])[O-].[Na+].[Na+]. (6) Given the product [C:1]([O:5][C:6]([N:8]1[CH2:12][C:11](=[CH2:21])[CH:10]2[O:14][CH2:15][C:16]([O:17][CH3:18])([O:19][CH3:20])[CH:9]12)=[O:7])([CH3:2])([CH3:3])[CH3:4], predict the reactants needed to synthesize it. The reactants are: [C:1]([O:5][C:6]([N:8]1[CH2:12][C:11](=O)[CH:10]2[O:14][CH2:15][C:16]([O:19][CH3:20])([O:17][CH3:18])[CH:9]12)=[O:7])([CH3:4])([CH3:3])[CH3:2].[CH3:21]C([O-])(C)C.[K+].C(OCC)C.